From a dataset of Catalyst prediction with 721,799 reactions and 888 catalyst types from USPTO. Predict which catalyst facilitates the given reaction. (1) Reactant: C[Al](C)C.[Cl:5][C:6]1[CH:7]=[C:8]([CH:10]=[CH:11][C:12]=1[F:13])[NH2:9].C([O:16][C:17]([C:19]1[N:20]=[C:21]([Br:37])[N:22]([CH:33]2[CH2:36][CH2:35][CH2:34]2)[C:23]=1[CH:24]([C:26]1[CH:31]=[CH:30][C:29]([Cl:32])=[CH:28][CH:27]=1)[OH:25])=O)C.[C@H](O)(C([O-])=O)[C@@H](O)C([O-])=O.[Na+].[K+]. Product: [Cl:5][C:6]1[CH:7]=[C:8]([NH:9][C:17]([C:19]2[N:20]=[C:21]([Br:37])[N:22]([CH:33]3[CH2:34][CH2:35][CH2:36]3)[C:23]=2[CH:24]([C:26]2[CH:27]=[CH:28][C:29]([Cl:32])=[CH:30][CH:31]=2)[OH:25])=[O:16])[CH:10]=[CH:11][C:12]=1[F:13]. The catalyst class is: 93. (2) Reactant: [CH2:1]([N:8]1[C:17](=[O:18])[C:16]2[C:11](=[CH:12][CH:13]=[C:14]([C:19]([OH:21])=[O:20])[CH:15]=2)[N:10]([CH3:22])[C:9]1=[O:23])[C:2]1[CH:7]=[CH:6][CH:5]=[CH:4][CH:3]=1.C1(P(C2C=CC=CC=2)C2C=CC=CC=2)C=CC=CC=1.N(C(OCC)=O)=NC(OCC)=O.[N:55]1[CH:60]=[CH:59][C:58]([CH2:61]O)=[CH:57][CH:56]=1. Product: [CH2:1]([N:8]1[C:17](=[O:18])[C:16]2[C:11](=[CH:12][CH:13]=[C:14]([C:19]([O:21][CH2:61][C:58]3[CH:59]=[CH:60][N:55]=[CH:56][CH:57]=3)=[O:20])[CH:15]=2)[N:10]([CH3:22])[C:9]1=[O:23])[C:2]1[CH:3]=[CH:4][CH:5]=[CH:6][CH:7]=1. The catalyst class is: 16.